This data is from Catalyst prediction with 721,799 reactions and 888 catalyst types from USPTO. The task is: Predict which catalyst facilitates the given reaction. Reactant: [CH3:1][C:2]1[CH:6]=[CH:5][N:4]([CH2:7][C:8]([O:10][CH2:11][CH3:12])=[O:9])[N:3]=1.[CH3:13][N:14]([CH:16]=O)[CH3:15]. Product: [CH3:13][N:14]([CH2:16][C:6]1[C:2]([CH3:1])=[N:3][N:4]([CH2:7][C:8]([O:10][CH2:11][CH3:12])=[O:9])[CH:5]=1)[CH3:15]. The catalyst class is: 496.